From a dataset of Full USPTO retrosynthesis dataset with 1.9M reactions from patents (1976-2016). Predict the reactants needed to synthesize the given product. (1) The reactants are: [O:1]1[C:5]2([CH2:10][CH2:9][C:8](=O)[CH2:7][CH2:6]2)[O:4][CH2:3][CH2:2]1.[CH3:12][O:13][C:14](=[O:35])[CH:15]=P(C1C=CC=CC=1)(C1C=CC=CC=1)C1C=CC=CC=1. Given the product [CH3:12][O:13][C:14](=[O:35])[CH:15]=[C:8]1[CH2:9][CH2:10][C:5]2([O:4][CH2:3][CH2:2][O:1]2)[CH2:6][CH2:7]1, predict the reactants needed to synthesize it. (2) The reactants are: S(Cl)([Cl:3])=O.CN(C)C=O.[F:10][C:11]([F:28])([F:27])[O:12][C:13]1[CH:18]=[CH:17][C:16]([C:19]2[CH:20]=[C:21]([CH2:25]O)[CH:22]=[N:23][CH:24]=2)=[CH:15][CH:14]=1. Given the product [Cl:3][CH2:25][C:21]1[CH:22]=[N:23][CH:24]=[C:19]([C:16]2[CH:17]=[CH:18][C:13]([O:12][C:11]([F:28])([F:27])[F:10])=[CH:14][CH:15]=2)[CH:20]=1, predict the reactants needed to synthesize it. (3) Given the product [C:1]([O:5][C:6](=[O:13])[NH:7][CH2:8][CH:9]=[O:12])([CH3:4])([CH3:2])[CH3:3], predict the reactants needed to synthesize it. The reactants are: [C:1]([O:5][C:6](=[O:13])[NH:7][CH2:8][CH:9]([OH:12])CO)([CH3:4])([CH3:3])[CH3:2].I([O-])(=O)(=O)=O.[Na+].